From a dataset of Catalyst prediction with 721,799 reactions and 888 catalyst types from USPTO. Predict which catalyst facilitates the given reaction. (1) Reactant: [C:1]([O:5][C:6]([N:8]1[CH2:13][CH2:12][N:11]([C:14]([C:16]2[CH:24]=[CH:23][C:19]3[NH:20][CH:21]=[N:22][C:18]=3[CH:17]=2)=[O:15])[CH2:10][CH2:9]1)=[O:7])([CH3:4])([CH3:3])[CH3:2].C(=O)([O-])[O-].[K+].[K+].C1(=O)OC(=O)CC1. The catalyst class is: 4. Product: [C:1]([O:5][C:6]([N:8]1[CH2:9][CH2:10][N:11]([C:14]([C:16]2[CH:24]=[CH:23][C:19]3[N:20]([CH2:6][N:8]([CH3:13])[CH3:9])[CH:21]=[N:22][C:18]=3[CH:17]=2)=[O:15])[CH2:12][CH2:13]1)=[O:7])([CH3:4])([CH3:2])[CH3:3]. (2) Reactant: FC(F)(F)C(O)=O.C(OC([N:15]1[CH2:20][CH2:19][CH:18]([N:21]([CH2:28][CH2:29][CH:30]([CH3:32])[CH3:31])[CH2:22][C:23]2[S:24][CH:25]=[CH:26][N:27]=2)[CH2:17][CH2:16]1)=O)(C)(C)C. Product: [CH3:31][CH:30]([CH3:32])[CH2:29][CH2:28][N:21]([CH2:22][C:23]1[S:24][CH:25]=[CH:26][N:27]=1)[CH:18]1[CH2:17][CH2:16][NH:15][CH2:20][CH2:19]1. The catalyst class is: 4. (3) Reactant: [CH2:1]([C@H:5]1[O:7][C@@H:6]1[C:8]([OH:10])=O)[CH2:2][CH2:3][CH3:4].CCCCC(F)(F)C(O)CC[C@@H]1[C@@H](CCCCCCC(O)=O)C(=O)C[C@H]1O.C1CCC(NC2CCCCC2)CC1.C(Cl)(=O)C(C)(C)C.[NH2:58][C@H:59]1[CH2:64][CH2:63][CH2:62][CH2:61][C@@H:60]1[OH:65]. Product: [OH:65][C@H:60]1[CH2:61][CH2:62][CH2:63][CH2:64][C@@H:59]1[NH:58][C:8]([C@@H:6]1[C@@H:5]([CH2:1][CH2:2][CH2:3][CH3:4])[O:7]1)=[O:10]. The catalyst class is: 7. (4) Reactant: [ClH:1].C(OC([N:9]1[C:17]2[C:12](=[CH:13][CH:14]=[C:15]([Br:18])[CH:16]=2)[C:11]([CH2:20][O:21][CH3:22])([CH3:19])[CH2:10]1)=O)(C)(C)C. Product: [ClH:1].[Br:18][C:15]1[CH:16]=[C:17]2[C:12]([C:11]([CH2:20][O:21][CH3:22])([CH3:19])[CH2:10][NH:9]2)=[CH:13][CH:14]=1. The catalyst class is: 25.